From a dataset of Catalyst prediction with 721,799 reactions and 888 catalyst types from USPTO. Predict which catalyst facilitates the given reaction. Product: [Br:21][C:10]1[C:11]([O:12][CH3:13])=[C:2]([CH3:1])[CH:3]=[C:4]2[C:9]=1[N:8]=[CH:7][CH:6]=[CH:5]2. The catalyst class is: 31. Reactant: [CH3:1][C:2]1[CH:3]=[C:4]2[C:9](=[CH:10][C:11]=1[O:12][CH3:13])[N:8]=[CH:7][CH:6]=[CH:5]2.C1C(=O)N([Br:21])C(=O)C1.